From a dataset of NCI-60 drug combinations with 297,098 pairs across 59 cell lines. Regression. Given two drug SMILES strings and cell line genomic features, predict the synergy score measuring deviation from expected non-interaction effect. (1) Drug 1: CCC(=C(C1=CC=CC=C1)C2=CC=C(C=C2)OCCN(C)C)C3=CC=CC=C3.C(C(=O)O)C(CC(=O)O)(C(=O)O)O. Drug 2: C1CN(CCN1C(=O)CCBr)C(=O)CCBr. Cell line: KM12. Synergy scores: CSS=7.65, Synergy_ZIP=2.89, Synergy_Bliss=-3.05, Synergy_Loewe=-7.74, Synergy_HSA=-3.36. (2) Drug 1: COC1=NC(=NC2=C1N=CN2C3C(C(C(O3)CO)O)O)N. Drug 2: CCCCC(=O)OCC(=O)C1(CC(C2=C(C1)C(=C3C(=C2O)C(=O)C4=C(C3=O)C=CC=C4OC)O)OC5CC(C(C(O5)C)O)NC(=O)C(F)(F)F)O. Cell line: IGROV1. Synergy scores: CSS=20.3, Synergy_ZIP=-7.69, Synergy_Bliss=-4.59, Synergy_Loewe=-15.2, Synergy_HSA=-2.42. (3) Drug 1: CC1C(C(CC(O1)OC2CC(OC(C2O)C)OC3=CC4=CC5=C(C(=O)C(C(C5)C(C(=O)C(C(C)O)O)OC)OC6CC(C(C(O6)C)O)OC7CC(C(C(O7)C)O)OC8CC(C(C(O8)C)O)(C)O)C(=C4C(=C3C)O)O)O)O. Drug 2: C1CNP(=O)(OC1)N(CCCl)CCCl. Cell line: RXF 393. Synergy scores: CSS=55.0, Synergy_ZIP=-0.0184, Synergy_Bliss=-0.871, Synergy_Loewe=-63.2, Synergy_HSA=-1.09. (4) Drug 1: CN1CCC(CC1)COC2=C(C=C3C(=C2)N=CN=C3NC4=C(C=C(C=C4)Br)F)OC. Drug 2: CCN(CC)CCNC(=O)C1=C(NC(=C1C)C=C2C3=C(C=CC(=C3)F)NC2=O)C. Cell line: UACC62. Synergy scores: CSS=3.69, Synergy_ZIP=-2.91, Synergy_Bliss=-0.979, Synergy_Loewe=-4.07, Synergy_HSA=-1.11. (5) Drug 1: C1C(C(OC1N2C=NC(=NC2=O)N)CO)O. Drug 2: CC1C(C(CC(O1)OC2CC(CC3=C2C(=C4C(=C3O)C(=O)C5=C(C4=O)C(=CC=C5)OC)O)(C(=O)CO)O)N)O.Cl. Cell line: MCF7. Synergy scores: CSS=42.8, Synergy_ZIP=-3.61, Synergy_Bliss=-3.77, Synergy_Loewe=0.899, Synergy_HSA=1.56. (6) Drug 1: CC1C(C(CC(O1)OC2CC(OC(C2O)C)OC3=CC4=CC5=C(C(=O)C(C(C5)C(C(=O)C(C(C)O)O)OC)OC6CC(C(C(O6)C)O)OC7CC(C(C(O7)C)O)OC8CC(C(C(O8)C)O)(C)O)C(=C4C(=C3C)O)O)O)O. Drug 2: CN(CCCl)CCCl.Cl. Cell line: HOP-62. Synergy scores: CSS=-2.83, Synergy_ZIP=2.19, Synergy_Bliss=0.856, Synergy_Loewe=-48.2, Synergy_HSA=-7.13. (7) Drug 1: CCCS(=O)(=O)NC1=C(C(=C(C=C1)F)C(=O)C2=CNC3=C2C=C(C=N3)C4=CC=C(C=C4)Cl)F. Drug 2: CN(C(=O)NC(C=O)C(C(C(CO)O)O)O)N=O. Cell line: NCI/ADR-RES. Synergy scores: CSS=-5.72, Synergy_ZIP=0.316, Synergy_Bliss=-6.38, Synergy_Loewe=-7.50, Synergy_HSA=-7.92.